From a dataset of Forward reaction prediction with 1.9M reactions from USPTO patents (1976-2016). Predict the product of the given reaction. (1) Given the reactants [NH:1]1[C:9]2[C:4](=[CH:5][CH:6]=[CH:7][CH:8]=2)[CH:3]=[CH:2]1.F[C:11]1[CH:16]=[CH:15][C:14]([Br:17])=[CH:13][CH:12]=1.[F-].[K+].C1OCCOCCOCCOCCOCCOC1, predict the reaction product. The product is: [Br:17][C:14]1[CH:15]=[CH:16][C:11]([N:1]2[C:9]3[C:4](=[CH:5][CH:6]=[CH:7][CH:8]=3)[CH:3]=[CH:2]2)=[CH:12][CH:13]=1. (2) Given the reactants [Br:1][C:2]1[C:11]([OH:12])=[CH:10][CH:9]=[C:8]2[C:3]=1[CH:4]=[CH:5][C:6]([CH2:13][N:14]([CH3:27])[C:15]([C:17]1[C:25]3[C:20](=[CH:21][CH:22]=[CH:23][CH:24]=3)[N:19]([CH3:26])[CH:18]=1)=[O:16])=[CH:7]2.C(=O)([O-])[O-].[K+].[K+].Br[CH2:35][C:36]#[N:37], predict the reaction product. The product is: [Br:1][C:2]1[C:11]([O:12][CH2:35][C:36]#[N:37])=[CH:10][CH:9]=[C:8]2[C:3]=1[CH:4]=[CH:5][C:6]([CH2:13][N:14]([CH3:27])[C:15]([C:17]1[C:25]3[C:20](=[CH:21][CH:22]=[CH:23][CH:24]=3)[N:19]([CH3:26])[CH:18]=1)=[O:16])=[CH:7]2.